From a dataset of Full USPTO retrosynthesis dataset with 1.9M reactions from patents (1976-2016). Predict the reactants needed to synthesize the given product. Given the product [CH3:1][O:2][C:3]1[N:8]=[C:7]([N:9]2[CH2:13][CH2:12][CH2:11][CH2:10]2)[N:6]=[C:5]([C:14]([OH:16])=[O:15])[CH:4]=1, predict the reactants needed to synthesize it. The reactants are: [CH3:1][O:2][C:3]1[N:8]=[C:7]([N:9]2[CH2:13][CH2:12][CH2:11][CH2:10]2)[N:6]=[C:5]([C:14]([O:16]C)=[O:15])[CH:4]=1.[OH-].[Na+].Cl.